This data is from Reaction yield outcomes from USPTO patents with 853,638 reactions. The task is: Predict the reaction yield, written as a fraction of the theoretical maximum amount of product (1.0 means a 100% yield; for example, 0.34 means a 34% yield). (1) The reactants are O=[C:2]([CH3:15])[CH2:3][C:4]1[O:9][C:8](=[O:10])[C:7]2[CH:11]=[CH:12][CH:13]=[CH:14][C:6]=2[N:5]=1.Cl.[NH:17]([C:19]1[CH:24]=[CH:23][N:22]=[CH:21][CH:20]=1)[NH2:18].C([O-])(=O)C.[Na+]. The catalyst is C(O)C. The product is [CH3:15][C:2]1[CH:3]=[C:4]([NH:5][C:6]2[CH:14]=[CH:13][CH:12]=[CH:11][C:7]=2[C:8]([OH:9])=[O:10])[N:17]([C:19]2[CH:24]=[CH:23][N:22]=[CH:21][CH:20]=2)[N:18]=1. The yield is 0.490. (2) The reactants are [F:1][C:2]1[CH:3]=[C:4]([N+:9]([O-:11])=[O:10])[CH:5]=[CH:6][C:7]=1F.[CH3:12][CH2:13][CH:14]([NH2:17])[CH2:15][OH:16].C(=O)(O)[O-].[Na+]. The catalyst is CN(C=O)C. The product is [F:1][C:2]1[CH:3]=[C:4]([N+:9]([O-:11])=[O:10])[CH:5]=[CH:6][C:7]=1[NH:17][C@H:14]([CH2:13][CH3:12])[CH2:15][OH:16]. The yield is 0.990. (3) The reactants are Cl[C:2]1[CH:7]=[C:6]([C:8]2[CH:13]=[CH:12][C:11]([S:14]([CH2:17][CH3:18])(=[O:16])=[O:15])=[CH:10][C:9]=2[O:19][CH3:20])[C:5]([C:21]#[N:22])=[CH:4][CH:3]=1.C([O-])(=O)C.[K+].[B:28]1(B2OC(C)(C)C(C)(C)O2)[O:32]C(C)(C)C(C)(C)[O:29]1. The catalyst is O1CCOCC1.C1(P([C-]2C=CC=C2)C2C=CC=CC=2)C=CC=CC=1.[C-]1(P(C2C=CC=CC=2)C2C=CC=CC=2)C=CC=C1.[Fe+2].[Pd](Cl)Cl. The product is [C:21]([C:5]1[C:6]([C:8]2[CH:13]=[CH:12][C:11]([S:14]([CH2:17][CH3:18])(=[O:16])=[O:15])=[CH:10][C:9]=2[O:19][CH3:20])=[CH:7][C:2]([B:28]([OH:32])[OH:29])=[CH:3][CH:4]=1)#[N:22]. The yield is 0.250. (4) The reactants are [H-].[Na+].CI.O[C:6]1([C:12]#[N:13])[CH2:11][CH2:10][CH2:9][CH2:8][CH2:7]1.C1[CH2:18][O:17][CH2:16]C1. No catalyst specified. The product is [CH3:16][O:17][CH2:18][C:6]1([C:12]#[N:13])[CH2:11][CH2:10][CH2:9][CH2:8][CH2:7]1. The yield is 0.880. (5) The reactants are [Cl:1][C:2]1[CH:29]=[CH:28][C:5]([CH2:6][O:7][C:8]2[C:9]([O:25][CH2:26][CH3:27])=[C:10]([CH:14]([C:16]3[C:24]4[C:19](=[N:20][CH:21]=[CH:22][CH:23]=4)[NH:18][CH:17]=3)[OH:15])[CH:11]=[CH:12][CH:13]=2)=[CH:4][CH:3]=1.CC(OI1(OC(C)=O)(OC(C)=O)OC(=O)C2C=CC=CC1=2)=O. The catalyst is O1CCCC1. The product is [Cl:1][C:2]1[CH:29]=[CH:28][C:5]([CH2:6][O:7][C:8]2[C:9]([O:25][CH2:26][CH3:27])=[C:10]([C:14]([C:16]3[C:24]4[C:19](=[N:20][CH:21]=[CH:22][CH:23]=4)[NH:18][CH:17]=3)=[O:15])[CH:11]=[CH:12][CH:13]=2)=[CH:4][CH:3]=1. The yield is 0.750. (6) The reactants are [CH2:1]([C:3]1[N:4]([C:28]2[CH:33]=[CH:32][C:31]([O:34][CH:35]3[CH2:40][CH2:39][CH:38]([CH2:41][OH:42])[CH2:37][CH2:36]3)=[CH:30][CH:29]=2)[C:5](=[O:27])[C:6]([CH2:12][C:13]2[CH:18]=[CH:17][C:16]([C:19]3[C:20]([C:25]#[N:26])=[CH:21][CH:22]=[CH:23][CH:24]=3)=[CH:15][CH:14]=2)=[C:7]([CH2:9][CH2:10][CH3:11])[N:8]=1)[CH3:2].[N:43]1C(C)=CC=CC=1C.FC(F)(F)S(O[Si](C(C)(C)C)(C)C)(=O)=O.[C:66]([O:69]CC)(=[O:68])C. The catalyst is ClCCl. The product is [CH2:1]([C:3]1[N:4]([C:28]2[CH:33]=[CH:32][C:31]([O:34][CH:35]3[CH2:36][CH2:37][CH:38]([CH2:41][OH:42])[CH2:39][CH2:40]3)=[CH:30][CH:29]=2)[C:5](=[O:27])[C:6]([CH2:12][C:13]2[CH:14]=[CH:15][C:16]([C:19]3[CH:24]=[CH:23][CH:22]=[CH:21][C:20]=3[C:25]3[NH:43][C:66](=[O:68])[O:69][N:26]=3)=[CH:17][CH:18]=2)=[C:7]([CH2:9][CH2:10][CH3:11])[N:8]=1)[CH3:2]. The yield is 0.770. (7) The reactants are [OH:1][C:2]1[CH:7]=[CH:6][CH:5]=[CH:4][C:3]=1[CH2:8][C:9]([OH:11])=[O:10].CC(C)([O-])C.[K+].[CH3:18][O:19][C:20]1[CH:27]=[CH:26][C:23]([CH2:24]Cl)=[CH:22][CH:21]=1. The catalyst is CN(C)C=O. The product is [OH:1][C:2]1[CH:7]=[CH:6][CH:5]=[CH:4][C:3]=1[CH2:8][C:9]([O:11][CH2:24][C:23]1[CH:26]=[CH:27][C:20]([O:19][CH3:18])=[CH:21][CH:22]=1)=[O:10]. The yield is 0.420.